Dataset: Reaction yield outcomes from USPTO patents with 853,638 reactions. Task: Predict the reaction yield, written as a fraction of the theoretical maximum amount of product (1.0 means a 100% yield; for example, 0.34 means a 34% yield). (1) The reactants are [H-].[Na+].Cl[C:4]1[CH:9]=[CH:8][C:7]([N+:10]([O-:12])=[O:11])=[CH:6][N:5]=1.[N:13]1([CH2:19][CH2:20][OH:21])[CH2:18][CH2:17][O:16][CH2:15][CH2:14]1. The catalyst is CN(C=O)C. The product is [N+:10]([C:7]1[CH:8]=[CH:9][C:4]([O:21][CH2:20][CH2:19][N:13]2[CH2:18][CH2:17][O:16][CH2:15][CH2:14]2)=[N:5][CH:6]=1)([O-:12])=[O:11]. The yield is 0.620. (2) The yield is 0.210. No catalyst specified. The product is [NH:2]1[CH:6]=[C:5]([CH:7]([CH3:11])[C:8]([NH:12][C@@H:13]([CH2:31][O:32][CH2:33][C:34]2[CH:35]=[CH:36][CH:37]=[CH:38][CH:39]=2)[C:14]([NH:16][C:17]2[CH:18]=[CH:19][C:20]([O:23][C:24]3[CH:29]=[CH:28][C:27]([F:30])=[CH:26][CH:25]=3)=[CH:21][CH:22]=2)=[O:15])=[O:10])[N:4]=[CH:3]1. The reactants are Cl.[NH:2]1[CH:6]=[C:5]([CH:7]([CH3:11])[C:8]([OH:10])=O)[N:4]=[CH:3]1.[NH2:12][C@@H:13]([CH2:31][O:32][CH2:33][C:34]1[CH:39]=[CH:38][CH:37]=[CH:36][CH:35]=1)[C:14]([NH:16][C:17]1[CH:22]=[CH:21][C:20]([O:23][C:24]2[CH:29]=[CH:28][C:27]([F:30])=[CH:26][CH:25]=2)=[CH:19][CH:18]=1)=[O:15]. (3) The reactants are [CH3:1][C:2]([CH3:22])([CH3:21])[C:3]([N:5]1[C:13]2[C:8](=[CH:9][C:10]([NH:14][CH:15]3[CH2:20][CH2:19][CH2:18][NH:17][CH2:16]3)=[CH:11][CH:12]=2)[CH:7]=[N:6]1)=[O:4].[CH3:23][S:24][C:25]1[CH:32]=[CH:31][C:28]([CH:29]=O)=[CH:27][CH:26]=1.C(O)(=O)C.C(O[BH-](OC(=O)C)OC(=O)C)(=O)C.[Na+]. The catalyst is ClCCCl. The product is [CH3:1][C:2]([CH3:22])([CH3:21])[C:3]([N:5]1[C:13]2[C:8](=[CH:9][C:10]([NH:14][CH:15]3[CH2:20][CH2:19][CH2:18][N:17]([CH2:29][C:28]4[CH:31]=[CH:32][C:25]([S:24][CH3:23])=[CH:26][CH:27]=4)[CH2:16]3)=[CH:11][CH:12]=2)[CH:7]=[N:6]1)=[O:4]. The yield is 0.690. (4) The reactants are [CH3:1][C:2]1[CH:7]=[C:6]([CH3:8])[CH:5]=[CH:4][C:3]=1[N:9]1[CH2:14][CH2:13][N:12]([CH2:15][CH2:16][NH2:17])[CH2:11][CH2:10]1.[Cl:18][C:19]1[CH:24]=[CH:23][C:22]([C:25]2[N:29]([C:30]([CH3:33])([CH3:32])[CH3:31])[N:28]=[C:27]([CH:34]=O)[CH:26]=2)=[CH:21][CH:20]=1. No catalyst specified. The product is [C:30]([N:29]1[C:25]([C:22]2[CH:21]=[CH:20][C:19]([Cl:18])=[CH:24][CH:23]=2)=[CH:26][C:27]([CH2:34][NH:17][CH2:16][CH2:15][N:12]2[CH2:13][CH2:14][N:9]([C:3]3[CH:4]=[CH:5][C:6]([CH3:8])=[CH:7][C:2]=3[CH3:1])[CH2:10][CH2:11]2)=[N:28]1)([CH3:33])([CH3:32])[CH3:31]. The yield is 0.603. (5) The reactants are C1(P(C2CCCCC2)C2C=CC=CC=2C2C(OC)=CC=CC=2OC)CCCCC1.C(=O)([O-])[O-].[K+].[K+].[OH:36][C:37]1[CH:38]=[CH:39][C:40](B2OC(C)(C)C(C)(C)O2)=[C:41]([CH:44]=1)[CH:42]=[O:43].[F:54][C:55]1[CH:56]=[CH:57][C:58]2[N:59]([CH:61]=[C:62]([C:64]([NH:66][C@H:67]3[CH2:72][CH2:71][C@@H:70]([N:73]4[C:78](=[O:79])[C:77]5[CH:80]=[C:81]([F:84])[CH:82]=[N:83][C:76]=5[N:75]([C:85]5[CH:90]=[CH:89][CH:88]=[C:87](I)[CH:86]=5)[C:74]4=[O:92])[CH2:69][CH2:68]3)=[O:65])[N:63]=2)[CH:60]=1. The catalyst is C(#N)C.O.C(OCC)(=O)C.C([O-])(=O)C.[Pd+2].C([O-])(=O)C. The product is [F:54][C:55]1[CH:56]=[CH:57][C:58]2[N:59]([CH:61]=[C:62]([C:64]([NH:66][C@H:67]3[CH2:72][CH2:71][C@@H:70]([N:73]4[C:78](=[O:79])[C:77]5[CH:80]=[C:81]([F:84])[CH:82]=[N:83][C:76]=5[N:75]([C:85]5[CH:90]=[C:89]([C:40]6[CH:39]=[CH:38][C:37]([OH:36])=[CH:44][C:41]=6[CH:42]=[O:43])[CH:88]=[CH:87][CH:86]=5)[C:74]4=[O:92])[CH2:69][CH2:68]3)=[O:65])[N:63]=2)[CH:60]=1. The yield is 0.400. (6) The reactants are [NH2:1][C:2]1[C:7]([C:8]([C:10]2[C:15]([F:16])=[C:14]([F:17])[CH:13]=[C:12]([O:18][Si](C(C)(C)C)(C)C)[C:11]=2[O:26][CH3:27])=[O:9])=[CH:6][N:5]=[C:4]([NH:28][CH:29]2[CH2:34][CH2:33][N:32]([S:35]([CH3:38])(=[O:37])=[O:36])[CH2:31][CH2:30]2)[N:3]=1.[F-].C([N+](CCCC)(CCCC)CCCC)CCC. The catalyst is O1CCCC1. The product is [NH2:1][C:2]1[C:7]([C:8]([C:10]2[C:11]([O:26][CH3:27])=[C:12]([OH:18])[CH:13]=[C:14]([F:17])[C:15]=2[F:16])=[O:9])=[CH:6][N:5]=[C:4]([NH:28][CH:29]2[CH2:30][CH2:31][N:32]([S:35]([CH3:38])(=[O:36])=[O:37])[CH2:33][CH2:34]2)[N:3]=1. The yield is 0.580. (7) The reactants are [N:1]([O-:3])=O.[Na+].[CH2:5]([O:7][C:8](=[O:13])[CH2:9][C:10]([CH3:12])=[O:11])[CH3:6]. The catalyst is O.C(O)(=O)C. The product is [CH2:5]([O:7][C:8](=[O:13])[C:9](=[N:1][OH:3])[C:10](=[O:11])[CH3:12])[CH3:6]. The yield is 0.980.